From a dataset of Catalyst prediction with 721,799 reactions and 888 catalyst types from USPTO. Predict which catalyst facilitates the given reaction. (1) Reactant: [S:1]1[C:5]2[CH:6]=[CH:7][C:8]([CH:10]([N:28]3[C@H:33]([CH2:34][CH:35]([CH3:37])[CH3:36])[C:32](=[O:38])[NH:31][C@H:30]([CH:39]4[CH2:47][C:46]5[C:41](=[CH:42][CH:43]=[CH:44][CH:45]=5)[CH2:40]4)[C:29]3=[O:48])[C:11]([NH:13][C:14]3[CH:19]=[CH:18][CH:17]=[CH:16][C:15]=3[O:20]CC3C=CC=CC=3)=[O:12])=[CH:9][C:4]=2[CH:3]=[CH:2]1.B(Br)(Br)Br.Cl. Product: [S:1]1[C:5]2[CH:6]=[CH:7][C:8]([CH:10]([N:28]3[C@H:33]([CH2:34][CH:35]([CH3:36])[CH3:37])[C:32](=[O:38])[NH:31][C@H:30]([CH:39]4[CH2:47][C:46]5[C:41](=[CH:42][CH:43]=[CH:44][CH:45]=5)[CH2:40]4)[C:29]3=[O:48])[C:11]([NH:13][C:14]3[CH:19]=[CH:18][CH:17]=[CH:16][C:15]=3[OH:20])=[O:12])=[CH:9][C:4]=2[CH:3]=[CH:2]1. The catalyst class is: 4. (2) Reactant: [CH:1]1[C:10]2[C:5](=[CH:6][CH:7]=[CH:8][CH:9]=2)[CH:4]=[CH:3][C:2]=1[C:11](=O)[CH:12]([C:19]1[CH:24]=[CH:23][N:22]=[CH:21][CH:20]=1)[CH2:13][C:14]([O:16]CC)=O.O.[NH2:27][NH2:28].CO. Product: [CH:1]1[C:10]2[C:5](=[CH:6][CH:7]=[CH:8][CH:9]=2)[CH:4]=[CH:3][C:2]=1[C:11]1[CH:12]([C:19]2[CH:24]=[CH:23][N:22]=[CH:21][CH:20]=2)[CH2:13][C:14](=[O:16])[NH:27][N:28]=1. The catalyst class is: 8. (3) Reactant: C(N(CC)CC)C.[NH2:8][CH2:9][CH2:10][CH2:11][N:12]1[C:24]2[C:23]3[CH:22]=[CH:21][CH:20]=[CH:19][C:18]=3[N:17]=[C:16]([NH2:25])[C:15]=2[N:14]=[C:13]1[CH2:26][CH2:27][O:28][CH3:29].[N:30]1([C:36](Cl)=[O:37])[CH2:35][CH2:34][O:33][CH2:32][CH2:31]1.C(=O)([O-])[O-].[Na+].[Na+]. Product: [NH2:25][C:16]1[C:15]2[N:14]=[C:13]([CH2:26][CH2:27][O:28][CH3:29])[N:12]([CH2:11][CH2:10][CH2:9][NH:8][C:36]([N:30]3[CH2:35][CH2:34][O:33][CH2:32][CH2:31]3)=[O:37])[C:24]=2[C:23]2[CH:22]=[CH:21][CH:20]=[CH:19][C:18]=2[N:17]=1. The catalyst class is: 22. (4) Reactant: [Cl:1][C:2]1[CH:3]=[C:4]2[C:9](=[CH:10][CH:11]=1)[CH:8]=[C:7]([S:12]([N:15]([CH3:39])[C@H:16]1[CH2:20][CH2:19][N:18]([C:21]3[CH:22]=[C:23]4[C:27](=[CH:28][CH:29]=3)[CH:26]([N:30](C)[C:31](=O)C(F)(F)F)[CH2:25][CH2:24]4)[C:17]1=[O:38])(=[O:14])=[O:13])[CH:6]=[CH:5]2.C(=O)([O-])[O-].[K+].[K+]. Product: [NH3:15].[Cl:1][C:2]1[CH:3]=[C:4]2[C:9](=[CH:10][CH:11]=1)[CH:8]=[C:7]([S:12]([N:15]([CH3:39])[C@H:16]1[CH2:20][CH2:19][N:18]([C:21]3[CH:22]=[C:23]4[C:27](=[CH:28][CH:29]=3)[CH:26]([NH:30][CH3:31])[CH2:25][CH2:24]4)[C:17]1=[O:38])(=[O:13])=[O:14])[CH:6]=[CH:5]2. The catalyst class is: 24.